Dataset: Catalyst prediction with 721,799 reactions and 888 catalyst types from USPTO. Task: Predict which catalyst facilitates the given reaction. (1) Product: [Cl:8][C:6]1[CH:7]=[C:2]([NH:26][CH:23]2[CH2:25][CH2:24]2)[C:3]2[N:4]([CH:9]=[CH:10][N:11]=2)[N:5]=1. The catalyst class is: 16. Reactant: Br[C:2]1[C:3]2[N:4]([CH:9]=[CH:10][N:11]=2)[N:5]=[C:6]([Cl:8])[CH:7]=1.CC1C=CC(S(O)(=O)=O)=CC=1.[CH:23]1([NH2:26])[CH2:25][CH2:24]1. (2) Reactant: [C:1]([C:5]1[CH:10]=[CH:9][C:8]([S:11](O)(=[O:13])=[O:12])=[C:7]([I:15])[CH:6]=1)([CH3:4])([CH3:3])[CH3:2].P(Cl)(Cl)(Cl)(Cl)[Cl:17]. Product: [C:1]([C:5]1[CH:10]=[CH:9][C:8]([S:11]([Cl:17])(=[O:13])=[O:12])=[C:7]([I:15])[CH:6]=1)([CH3:4])([CH3:3])[CH3:2]. The catalyst class is: 68. (3) Product: [F:27][C:2]([F:1])([F:26])[C:3]1[CH:4]=[CH:5][C:6]([O:25][C:36]2[CH:37]=[C:38]([F:61])[C:39]([S:41]([N:44]([CH2:50][C:51]3[CH:56]=[CH:55][C:54]([O:57][CH3:58])=[CH:53][C:52]=3[O:59][CH3:60])[C:45]3[S:46][CH:47]=[N:48][N:49]=3)(=[O:42])=[O:43])=[CH:40][C:35]=2[Cl:34])=[C:7]([C:9]2[N:13]([CH:14]3[CH2:15][N:16]([C:18]([O:20][C:21]([CH3:23])([CH3:24])[CH3:22])=[O:19])[CH2:17]3)[N:12]=[CH:11][CH:10]=2)[CH:8]=1. Reactant: [F:1][C:2]([F:27])([F:26])[C:3]1[CH:4]=[CH:5][C:6]([OH:25])=[C:7]([C:9]2[N:13]([CH:14]3[CH2:17][N:16]([C:18]([O:20][C:21]([CH3:24])([CH3:23])[CH3:22])=[O:19])[CH2:15]3)[N:12]=[CH:11][CH:10]=2)[CH:8]=1.C(=O)([O-])[O-].[K+].[K+].[Cl:34][C:35]1[C:36](F)=[CH:37][C:38]([F:61])=[C:39]([S:41]([N:44]([CH2:50][C:51]2[CH:56]=[CH:55][C:54]([O:57][CH3:58])=[CH:53][C:52]=2[O:59][CH3:60])[C:45]2[S:46][CH:47]=[N:48][N:49]=2)(=[O:43])=[O:42])[CH:40]=1.C(OC)(C)(C)C. The catalyst class is: 58. (4) Reactant: [NH:1]1[C:9]2[C:4](=[CH:5][C:6]([C:10]([OH:12])=[O:11])=[CH:7][CH:8]=2)[CH:3]=[CH:2]1.[H-].[Na+].Cl[CH2:16][C:17]1[C:26]2[C:21](=[CH:22][CH:23]=[CH:24][CH:25]=2)[N:20]=[C:19]([CH3:27])[CH:18]=1.Cl. Product: [CH3:27][C:19]1[CH:18]=[C:17]([CH2:16][N:1]2[C:9]3[C:4](=[CH:5][C:6]([C:10]([OH:12])=[O:11])=[CH:7][CH:8]=3)[CH:3]=[CH:2]2)[C:26]2[CH2:25][CH:24]=[CH:23][CH2:22][C:21]=2[N:20]=1. The catalyst class is: 3. (5) Reactant: [F:1][C:2]1([F:14])[CH2:5][N:4]([S:6]([N:9]2[CH:13]=[CH:12][N:11]=[CH:10]2)(=[O:8])=[O:7])[CH2:3]1.[F:15][C:16]([F:23])([F:22])[S:17]([O:20]C)(=[O:19])=[O:18]. Product: [F:15][C:16]([F:23])([F:22])[S:17]([O-:20])(=[O:19])=[O:18].[F:14][C:2]1([F:1])[CH2:5][N:4]([S:6]([N:9]2[CH:13]=[CH:12][N+:11]([CH3:16])=[CH:10]2)(=[O:8])=[O:7])[CH2:3]1. The catalyst class is: 2. (6) The catalyst class is: 1. Product: [C:24]([C:2]1[N:6]2[CH2:7][CH2:8][N:9]([C:11]([O:13][C:14]([CH3:17])([CH3:16])[CH3:15])=[O:12])[CH2:10][C:5]2=[C:4]([C:18]([OH:20])=[O:19])[N:3]=1)(=[O:31])[C:25]1[CH:30]=[CH:29][CH:28]=[CH:27][CH:26]=1. Reactant: Br[C:2]1[N:6]2[CH2:7][CH2:8][N:9]([C:11]([O:13][C:14]([CH3:17])([CH3:16])[CH3:15])=[O:12])[CH2:10][C:5]2=[C:4]([C:18]([OH:20])=[O:19])[N:3]=1.CON(C)[C:24](=[O:31])[C:25]1[CH:30]=[CH:29][CH:28]=[CH:27][CH:26]=1.C([Li])(C)(C)C. (7) Reactant: [CH3:1][O:2][C:3]([C:5]1[O:6][C:7]2[CH:15]=[CH:14][CH:13]=[CH:12][C:8]=2[C:9]=1[CH2:10]Br)=[O:4].[CH3:16][NH:17][CH3:18].C1COCC1. Product: [CH3:1][O:2][C:3]([C:5]1[O:6][C:7]2[CH:15]=[CH:14][CH:13]=[CH:12][C:8]=2[C:9]=1[CH2:10][N:17]([CH3:18])[CH3:16])=[O:4]. The catalyst class is: 31. (8) Reactant: [CH2:1]([O:8][C:9]1[CH:17]=[CH:16][C:12]([C:13](O)=[O:14])=[CH:11][C:10]=1[C:18]([F:21])([F:20])[F:19])[C:2]1[CH:7]=[CH:6][CH:5]=[CH:4][CH:3]=1.C1(C)C=CC=CC=1.S(Cl)([Cl:31])=O. Product: [CH2:1]([O:8][C:9]1[CH:17]=[CH:16][C:12]([C:13]([Cl:31])=[O:14])=[CH:11][C:10]=1[C:18]([F:21])([F:20])[F:19])[C:2]1[CH:7]=[CH:6][CH:5]=[CH:4][CH:3]=1. The catalyst class is: 9. (9) Reactant: [N:1]1[NH:2][C:3](=[O:10])[N:4]2[CH:9]=[CH:8][CH:7]=[N:6][C:5]=12.[Br:11][CH2:12][CH2:13][CH2:14]Br.[H-].[Na+].CN(C)C=O. Product: [Br:11][CH2:12][CH2:13][CH2:14][N:2]1[C:3](=[O:10])[N:4]2[CH:9]=[CH:8][CH:7]=[N:6][C:5]2=[N:1]1. The catalyst class is: 84.